From a dataset of Experimentally validated miRNA-target interactions with 360,000+ pairs, plus equal number of negative samples. Binary Classification. Given a miRNA mature sequence and a target amino acid sequence, predict their likelihood of interaction. (1) The miRNA is mmu-miR-501-3p with sequence AAUGCACCCGGGCAAGGAUUUG. The protein sequence of the target gene is MRGAARAAWGRAGQPWPRPPAPGPPPPPLPLLLLLLAGLLGGAGAQYSSDRCSWKGSGLTHEAHRKEVEQVYLRCAAGAVEWMYPTGALIVNLRPNTFSPARHLTVCIRSFTDSSGANIYLEKTGELRLLVPDGDGRPGRVQCFGLEQGGLFVEATPQQDIGRRTTGFQYELVRRHRASDLHELSAPCRPCSDTEVLLAVCTSDFAVRGSIQQVTHEPERQDSAIHLRVSRLYRQKSRVFEPVPEGDGHWQGRVRTLLECGVRPGHGDFLFTGHMHFGEARLGCAPRFKDFQRMYRDAQE.... Result: 0 (no interaction). (2) The miRNA is hsa-miR-6836-5p with sequence CGCAGGGCCCUGGCGCAGGCAU. The protein sequence of the target gene is MDSTSSLHGSSLHRPSTEQTRTDFSWDGINLSMEDTTSILPKLKRNSNAYGIGALAKSSFSGISRSMKDHVTKPTAMGQGRVAHMIEWQGWGKTPAVQPQHSHESVRRDTDAYSDLSDGEKEARFLAGVMEQFAISEATLMAWSSMDGEDMSVNSTQEPLGCNYSDNYQELMDSQDALAQAPMDGWPHSYVSQGMYCLGSSDAWEASDQSLIASPATGSYLGPAFDDSQPSLHEMGPSQPASGYSALEPPPLLGGDTDWAPGVGAVDLARGPAEEEKRPLAPEEEEDAGCRDLESLSPRE.... Result: 1 (interaction). (3) The miRNA is hsa-miR-30b-3p with sequence CUGGGAGGUGGAUGUUUACUUC. The protein sequence of the target gene is MEAGPPGSARPAEPGPCLSGQRGADHTASASLQSVAGTEPGRHPQAVAAVLPAGGCGERMGVPTPKQFCPILERPLISYTLQALERVCWIKDIVVAVTGENMEVMKSIIQKYQHKRISLVEAGVTRHRSIFNGLKALAEDQINSKLSKPEVVIIHDAVRPFVEEGVLLKVVTAAKEHGAAGAIRPLVSTVVSPSADGCLDYSLERARHRASEMPQAFLFDVIYEAYQQCSDYDLEFGTECLQLALKYCCTKAKLVEGSPDLWKVTYKRDLYAAESIIKERISQEICVVMDTEEDNKHVGH.... Result: 1 (interaction). (4) The miRNA is mmu-miR-3094-5p with sequence UGUUGGGGACAUUUUUAAAGC. The protein sequence of the target gene is MLSSVCVWSFRGRQGTGKQQPQPVPTPQPPESSPPPLPPPQQQQCSQPGTAASPAGAPLSCGPGGRRAEPCPGLPAVAMGRHGGGGGDSGKIVINVGGVRHETYRSTLRTLPGTRLAGLTEPEAAARFDYDPGTDEFFFDRHPGVFAYVLNYYRTGKLHCPADVCGPLFEEELGFWGIDETDVEACCWMTYRQHRDAEEALDSFEAPDSSANANANAGGAHDAGLDDEAGAGGGGLDGAGGELKRLCFQDAGGGAGGPAGGAGGAGGTWWRRWQPRVWALFEDPYSSRAARYVAFASLFF.... Result: 0 (no interaction). (5) The protein sequence of the target gene is MAGYKPVAIQTYPILGEKITQDTLYWNNYKTPVQIKEFGAVSKVDFSPQPPYNYAVTASSRIHIYGRYSQEPIKTFSRFKDTAYCATFRQDGRLLVAGSEDGGVQLFDISGRAPLRQFEGHTKAVHTVDFTADKYHVVSGADDYTVKLWDIPNSKEILTFKEHSDYVRCGCASKLNPDLFITGSYDHTVKMFDARTSESVLSVEHGQPVESVLLFPSGGLLVSAGGRYVKVWDMLKGGQLLVSLKNHHKTVTCLCLSSSGQRLLSGSLDRKVKVYSTTSYKVVHSFDYAASILSLALAHE.... The miRNA is hsa-miR-374c-5p with sequence AUAAUACAACCUGCUAAGUGCU. Result: 1 (interaction). (6) The miRNA is hsa-miR-6877-5p with sequence AGGGCCGAAGGGUGGAAGCUGC. The protein sequence of the target gene is MEGSFSDGGALPEGLAEEAEPQGAAWSGDSGTVSQSHSSASGPWEDEGAEDGAPGRDLPLLRRAAAGYAACLLPGAGARPEVEALDASLEDLLTRVDEFVGMLDMLRGDSSHVVSEGVPRIHAKAAEMRRIYSRIDRLEAFVRMVGGRVARMEEQVTKAEAELGTFPRAFKKLLHTMNVPSLFSKSAPSRPQQAGYEAPVLFRTEDYFPCCSERPQL. Result: 1 (interaction).